This data is from Catalyst prediction with 721,799 reactions and 888 catalyst types from USPTO. The task is: Predict which catalyst facilitates the given reaction. (1) Reactant: C([O:8][C:9]1[C:27]([C:28]([F:31])([F:30])[F:29])=[CH:26][C:12]([C:13]([N:15]2[C:19]3[CH:20]=[CH:21][CH:22]=[CH:23][C:18]=3[S:17](=[O:25])(=[O:24])[CH2:16]2)=[O:14])=[CH:11][C:10]=1[O:32][CH3:33])C1C=CC=CC=1. Product: [OH:8][C:9]1[C:27]([C:28]([F:31])([F:29])[F:30])=[CH:26][C:12]([C:13]([N:15]2[C:19]3[CH:20]=[CH:21][CH:22]=[CH:23][C:18]=3[S:17](=[O:25])(=[O:24])[CH2:16]2)=[O:14])=[CH:11][C:10]=1[O:32][CH3:33]. The catalyst class is: 457. (2) Reactant: C(O)(=O)C.C(O[C:8]([C:10]1[NH:11][N:12]=[C:13]([C:16]2[CH:21]=[CH:20][CH:19]=[CH:18][CH:17]=2)[C:14]=1[NH2:15])=[O:9])C.[O:22]([C:24]#[N:25])[K]. Product: [C:16]1([C:13]2[C:14]3[N:15]=[C:24]([OH:22])[N:25]=[C:8]([OH:9])[C:10]=3[NH:11][N:12]=2)[CH:17]=[CH:18][CH:19]=[CH:20][CH:21]=1. The catalyst class is: 6. (3) Reactant: [F:1][C:2]([F:44])([F:43])[C:3]1[CH:4]=[C:5]([C:13]([CH3:42])([CH3:41])[C:14]([N:16]([CH3:40])[C:17]2[C:18]([C:32]3[CH:37]=[CH:36][C:35]([F:38])=[CH:34][C:33]=3[CH3:39])=[CH:19][C:20]([C@@H:23]3[NH:27][C@:26]([CH3:31])([C:28]([NH2:30])=[O:29])[CH2:25][CH2:24]3)=[N:21][CH:22]=2)=[O:15])[CH:6]=[C:7]([C:9]([F:12])([F:11])[F:10])[CH:8]=1.[ClH:45]. Product: [ClH:45].[F:44][C:2]([F:1])([F:43])[C:3]1[CH:4]=[C:5]([C:13]([CH3:41])([CH3:42])[C:14]([N:16]([CH3:40])[C:17]2[C:18]([C:32]3[CH:37]=[CH:36][C:35]([F:38])=[CH:34][C:33]=3[CH3:39])=[CH:19][C:20]([C@@H:23]3[NH:27][C@:26]([CH3:31])([C:28]([NH2:30])=[O:29])[CH2:25][CH2:24]3)=[N:21][CH:22]=2)=[O:15])[CH:6]=[C:7]([C:9]([F:10])([F:11])[F:12])[CH:8]=1. The catalyst class is: 27. (4) Reactant: [CH3:1][N:2]1[C:7](=[O:8])[CH2:6][O:5][C:4]2[N:9]=[C:10]([C:19]3[CH:24]=[CH:23][C:22]([C:25]4([NH:29]C(=O)OC(C)(C)C)[CH2:28][CH2:27][CH2:26]4)=[CH:21][CH:20]=3)[C:11]([C:13]3[CH:14]=[N:15][CH:16]=[CH:17][CH:18]=3)=[CH:12][C:3]1=2. Product: [NH2:29][C:25]1([C:22]2[CH:23]=[CH:24][C:19]([C:10]3[C:11]([C:13]4[CH:14]=[N:15][CH:16]=[CH:17][CH:18]=4)=[CH:12][C:3]4[N:2]([CH3:1])[C:7](=[O:8])[CH2:6][O:5][C:4]=4[N:9]=3)=[CH:20][CH:21]=2)[CH2:28][CH2:27][CH2:26]1. The catalyst class is: 67. (5) Reactant: [Br:1][C:2]1[CH:14]=[CH:13][C:12]2[C:11]3[C:6](=[CH:7][C:8]([Br:15])=[CH:9][CH:10]=3)[CH2:5][C:4]=2[CH:3]=1.[CH2:16](Br)[CH2:17][CH2:18][CH2:19][CH2:20][CH2:21][CH2:22][CH3:23].[OH-].[Na+].[C:27]1([CH3:33])[CH:32]=[CH:31][CH:30]=[CH:29][CH:28]=1.[CH3:34]S(C)=O. Product: [Br:1][C:2]1[CH:14]=[CH:13][C:12]2[C:11]3[C:6](=[CH:7][C:8]([Br:15])=[CH:9][CH:10]=3)[C:5]([CH2:34][CH2:28][CH2:29][CH2:30][CH2:31][CH2:32][CH2:27][CH3:33])([CH2:16][CH2:17][CH2:18][CH2:19][CH2:20][CH2:21][CH2:22][CH3:23])[C:4]=2[CH:3]=1. The catalyst class is: 568. (6) The catalyst class is: 1. Reactant: [Br:1][C:2]1[CH:3]=[CH:4][C:5]([F:35])=[C:6]([C@:8]2([CH3:34])[C@H:14]3[C@:12]([C:15]([OH:17])=O)([CH2:13]3)[S:11][C:10]([N:18]([C:27]([O:29][C:30]([CH3:33])([CH3:32])[CH3:31])=[O:28])[CH2:19][O:20][CH2:21][CH2:22][Si:23]([CH3:26])([CH3:25])[CH3:24])=[N:9]2)[CH:7]=1.C(N1C=CN=C1)([N:38]1C=CN=C1)=O.N. Product: [C:30]([O:29][C:27](=[O:28])[N:18]([C:10]1[S:11][C@:12]2([C:15](=[O:17])[NH2:38])[C@H:14]([C@:8]([C:6]3[CH:7]=[C:2]([Br:1])[CH:3]=[CH:4][C:5]=3[F:35])([CH3:34])[N:9]=1)[CH2:13]2)[CH2:19][O:20][CH2:21][CH2:22][Si:23]([CH3:24])([CH3:26])[CH3:25])([CH3:31])([CH3:33])[CH3:32]. (7) Reactant: C([O:5][C:6](=[O:37])[CH:7]([O:9][C:10]1[CH:15]=[CH:14][C:13]([CH2:16][NH:17][C:18]([C:20]2[C:21]([O:26][C:27]3[CH:35]=[CH:34][C:30]4=[N:31][O:32][N:33]=[C:29]4[CH:28]=3)=[N:22][CH:23]=[CH:24][CH:25]=2)=[O:19])=[C:12]([F:36])[CH:11]=1)[CH3:8])(C)(C)C. Product: [N:31]1[O:32][N:33]=[C:29]2[CH:28]=[C:27]([O:26][C:21]3[C:20]([C:18]([NH:17][CH2:16][C:13]4[CH:14]=[CH:15][C:10]([O:9][CH:7]([CH3:8])[C:6]([OH:37])=[O:5])=[CH:11][C:12]=4[F:36])=[O:19])=[CH:25][CH:24]=[CH:23][N:22]=3)[CH:35]=[CH:34][C:30]=12. The catalyst class is: 106. (8) Reactant: [OH:1][N:2]=[CH:3][C@H:4]([C:10]1[CH:15]=[CH:14][C:13]([O:16][CH2:17][C:18]2[CH:23]=[CH:22][CH:21]=[C:20]([C:24]3[CH:29]=[CH:28][C:27]([C:30]([F:33])([F:32])[F:31])=[CH:26][CH:25]=3)[CH:19]=2)=[CH:12][CH:11]=1)[CH2:5][C:6]([O:8][CH3:9])=[O:7].N1C=C[CH:37]=[CH:36][CH:35]=1.C1C(=O)N(Cl)C(=O)C1.CC#C. Product: [F:33][C:30]([F:32])([F:31])[C:27]1[CH:26]=[CH:25][C:24]([C:20]2[CH:19]=[C:18]([CH:23]=[CH:22][CH:21]=2)[CH2:17][O:16][C:13]2[CH:12]=[CH:11][C:10]([C@@H:4]([C:3]3[CH:35]=[C:36]([CH3:37])[O:1][N:2]=3)[CH2:5][C:6]([O:8][CH3:9])=[O:7])=[CH:15][CH:14]=2)=[CH:29][CH:28]=1. The catalyst class is: 2. (9) Reactant: [CH3:1][C:2]1[S:3][C:4]2[CH:5]=[CH:6][C:7]3[CH:16]=[CH:15][CH:14]=[CH:13][C:8]=3[C:9]=2[C:10](=[O:12])[CH:11]=1.[I:17]I.S([O-])([O-])(=O)=S.[Na+].[Na+]. Product: [I:17][C:11]1[C:10](=[O:12])[C:9]2[C:8]3[CH:13]=[CH:14][CH:15]=[CH:16][C:7]=3[CH:6]=[CH:5][C:4]=2[S:3][C:2]=1[CH3:1]. The catalyst class is: 10. (10) Reactant: [C:1]([C:5]1[O:9][N:8]=[C:7]([NH:10][C:11]([NH:13][C:14]2[CH:19]=[CH:18][CH:17]=[C:16]([S:20][C:21]3[C:30]4[C:25](=[CH:26][C:27]([O:33][CH3:34])=[C:28]([O:31][CH3:32])[CH:29]=4)[N:24]=[CH:23][N:22]=3)[CH:15]=2)=[O:12])[CH:6]=1)([CH3:4])([CH3:3])[CH3:2].ClC1C=C(C=CC=1)C(OO)=[O:40]. Product: [C:1]([C:5]1[O:9][N:8]=[C:7]([NH:10][C:11]([NH:13][C:14]2[CH:19]=[CH:18][CH:17]=[C:16]([S:20]([C:21]3[C:30]4[C:25](=[CH:26][C:27]([O:33][CH3:34])=[C:28]([O:31][CH3:32])[CH:29]=4)[N:24]=[CH:23][N:22]=3)=[O:40])[CH:15]=2)=[O:12])[CH:6]=1)([CH3:4])([CH3:2])[CH3:3]. The catalyst class is: 4.